From a dataset of NCI-60 drug combinations with 297,098 pairs across 59 cell lines. Regression. Given two drug SMILES strings and cell line genomic features, predict the synergy score measuring deviation from expected non-interaction effect. (1) Drug 1: C1C(C(OC1N2C=C(C(=O)NC2=O)F)CO)O. Drug 2: CC12CCC3C(C1CCC2OP(=O)(O)O)CCC4=C3C=CC(=C4)OC(=O)N(CCCl)CCCl.[Na+]. Cell line: SW-620. Synergy scores: CSS=18.2, Synergy_ZIP=-4.04, Synergy_Bliss=-2.19, Synergy_Loewe=-12.9, Synergy_HSA=-2.42. (2) Drug 1: C1=NC2=C(N=C(N=C2N1C3C(C(C(O3)CO)O)F)Cl)N. Drug 2: CC1=C2C(C(=O)C3(C(CC4C(C3C(C(C2(C)C)(CC1OC(=O)C(C(C5=CC=CC=C5)NC(=O)OC(C)(C)C)O)O)OC(=O)C6=CC=CC=C6)(CO4)OC(=O)C)O)C)O. Cell line: MALME-3M. Synergy scores: CSS=-0.177, Synergy_ZIP=1.43, Synergy_Bliss=-0.0813, Synergy_Loewe=-3.67, Synergy_HSA=-2.21. (3) Drug 1: CC(C)(C#N)C1=CC(=CC(=C1)CN2C=NC=N2)C(C)(C)C#N. Drug 2: COCCOC1=C(C=C2C(=C1)C(=NC=N2)NC3=CC=CC(=C3)C#C)OCCOC.Cl. Cell line: NCIH23. Synergy scores: CSS=-2.60, Synergy_ZIP=0.422, Synergy_Bliss=-4.61, Synergy_Loewe=-5.37, Synergy_HSA=-8.61. (4) Drug 1: CC(C1=C(C=CC(=C1Cl)F)Cl)OC2=C(N=CC(=C2)C3=CN(N=C3)C4CCNCC4)N. Drug 2: CC1=C(C(=CC=C1)Cl)NC(=O)C2=CN=C(S2)NC3=CC(=NC(=N3)C)N4CCN(CC4)CCO. Cell line: DU-145. Synergy scores: CSS=16.3, Synergy_ZIP=6.87, Synergy_Bliss=3.68, Synergy_Loewe=0.544, Synergy_HSA=1.16. (5) Drug 1: C1=CC=C(C(=C1)C(C2=CC=C(C=C2)Cl)C(Cl)Cl)Cl. Drug 2: CC1CCCC2(C(O2)CC(NC(=O)CC(C(C(=O)C(C1O)C)(C)C)O)C(=CC3=CSC(=N3)C)C)C. Cell line: NCI-H322M. Synergy scores: CSS=29.8, Synergy_ZIP=3.07, Synergy_Bliss=2.99, Synergy_Loewe=-19.4, Synergy_HSA=2.95. (6) Drug 1: C1CC2CC3=C(CC1C24CN(S(=O)(=O)N4)CC(F)(F)F)C=CC(=C3)C=CCN5CCC(CC5)C(F)(F)F. Drug 2: C1=CC=C(C=C1)NC(=O)CCCCCCC(=O)NO. Cell line: NCIH23. Synergy scores: CSS=61.2, Synergy_ZIP=0.0234, Synergy_Bliss=1.99, Synergy_Loewe=-10.9, Synergy_HSA=2.66. (7) Synergy scores: CSS=32.7, Synergy_ZIP=-14.0, Synergy_Bliss=-11.3, Synergy_Loewe=-15.6, Synergy_HSA=-8.21. Drug 1: CC1C(C(CC(O1)OC2CC(CC3=C2C(=C4C(=C3O)C(=O)C5=C(C4=O)C(=CC=C5)OC)O)(C(=O)C)O)N)O.Cl. Cell line: SN12C. Drug 2: CC1=C2C(C(=O)C3(C(CC4C(C3C(C(C2(C)C)(CC1OC(=O)C(C(C5=CC=CC=C5)NC(=O)OC(C)(C)C)O)O)OC(=O)C6=CC=CC=C6)(CO4)OC(=O)C)O)C)O. (8) Drug 1: CC(C)(C#N)C1=CC(=CC(=C1)CN2C=NC=N2)C(C)(C)C#N. Drug 2: CC1C(C(CC(O1)OC2CC(CC3=C2C(=C4C(=C3O)C(=O)C5=C(C4=O)C(=CC=C5)OC)O)(C(=O)CO)O)N)O.Cl. Cell line: SNB-75. Synergy scores: CSS=50.2, Synergy_ZIP=0.243, Synergy_Bliss=1.07, Synergy_Loewe=1.45, Synergy_HSA=2.99. (9) Drug 1: CC1C(C(CC(O1)OC2CC(OC(C2O)C)OC3=CC4=CC5=C(C(=O)C(C(C5)C(C(=O)C(C(C)O)O)OC)OC6CC(C(C(O6)C)O)OC7CC(C(C(O7)C)O)OC8CC(C(C(O8)C)O)(C)O)C(=C4C(=C3C)O)O)O)O. Drug 2: CC12CCC3C(C1CCC2O)C(CC4=C3C=CC(=C4)O)CCCCCCCCCS(=O)CCCC(C(F)(F)F)(F)F. Cell line: TK-10. Synergy scores: CSS=30.7, Synergy_ZIP=-0.317, Synergy_Bliss=-0.294, Synergy_Loewe=-30.0, Synergy_HSA=-0.0879. (10) Drug 2: CN1C2=C(C=C(C=C2)N(CCCl)CCCl)N=C1CCCC(=O)O.Cl. Drug 1: C1C(C(OC1N2C=NC3=C(N=C(N=C32)Cl)N)CO)O. Cell line: OVCAR-5. Synergy scores: CSS=18.0, Synergy_ZIP=-5.40, Synergy_Bliss=0.780, Synergy_Loewe=-26.4, Synergy_HSA=-0.544.